Dataset: NCI-60 drug combinations with 297,098 pairs across 59 cell lines. Task: Regression. Given two drug SMILES strings and cell line genomic features, predict the synergy score measuring deviation from expected non-interaction effect. (1) Drug 1: CN1CCC(CC1)COC2=C(C=C3C(=C2)N=CN=C3NC4=C(C=C(C=C4)Br)F)OC. Drug 2: C1CNP(=O)(OC1)N(CCCl)CCCl. Cell line: PC-3. Synergy scores: CSS=3.66, Synergy_ZIP=-3.67, Synergy_Bliss=-1.77, Synergy_Loewe=-6.33, Synergy_HSA=-0.536. (2) Drug 1: C1CCN(CC1)CCOC2=CC=C(C=C2)C(=O)C3=C(SC4=C3C=CC(=C4)O)C5=CC=C(C=C5)O. Drug 2: COCCOC1=C(C=C2C(=C1)C(=NC=N2)NC3=CC=CC(=C3)C#C)OCCOC.Cl. Cell line: SF-295. Synergy scores: CSS=-0.320, Synergy_ZIP=-1.83, Synergy_Bliss=-3.63, Synergy_Loewe=-1.90, Synergy_HSA=-3.06. (3) Drug 1: C(=O)(N)NO. Drug 2: CC(C)NC(=O)C1=CC=C(C=C1)CNNC.Cl. Cell line: NCI-H460. Synergy scores: CSS=1.09, Synergy_ZIP=-0.216, Synergy_Bliss=0.163, Synergy_Loewe=0.0233, Synergy_HSA=-0.303. (4) Drug 1: C1=CC(=C2C(=C1NCCNCCO)C(=O)C3=C(C=CC(=C3C2=O)O)O)NCCNCCO. Drug 2: C1CN(P(=O)(OC1)NCCCl)CCCl. Cell line: CCRF-CEM. Synergy scores: CSS=47.2, Synergy_ZIP=-1.36, Synergy_Bliss=-3.49, Synergy_Loewe=-40.7, Synergy_HSA=-2.68. (5) Drug 1: C1CCC(CC1)NC(=O)N(CCCl)N=O. Drug 2: C1=C(C(=O)NC(=O)N1)N(CCCl)CCCl. Cell line: SK-MEL-5. Synergy scores: CSS=20.0, Synergy_ZIP=-8.84, Synergy_Bliss=0.863, Synergy_Loewe=-7.42, Synergy_HSA=-0.827. (6) Drug 1: CS(=O)(=O)C1=CC(=C(C=C1)C(=O)NC2=CC(=C(C=C2)Cl)C3=CC=CC=N3)Cl. Drug 2: CC1=C(N=C(N=C1N)C(CC(=O)N)NCC(C(=O)N)N)C(=O)NC(C(C2=CN=CN2)OC3C(C(C(C(O3)CO)O)O)OC4C(C(C(C(O4)CO)O)OC(=O)N)O)C(=O)NC(C)C(C(C)C(=O)NC(C(C)O)C(=O)NCCC5=NC(=CS5)C6=NC(=CS6)C(=O)NCCC[S+](C)C)O. Cell line: NCI-H226. Synergy scores: CSS=6.66, Synergy_ZIP=-5.90, Synergy_Bliss=-6.16, Synergy_Loewe=-17.8, Synergy_HSA=-4.44. (7) Drug 1: CN(C)C1=NC(=NC(=N1)N(C)C)N(C)C. Drug 2: C1C(C(OC1N2C=NC3=C(N=C(N=C32)Cl)N)CO)O. Cell line: PC-3. Synergy scores: CSS=1.94, Synergy_ZIP=-1.94, Synergy_Bliss=-3.14, Synergy_Loewe=-11.7, Synergy_HSA=-4.46.